Dataset: Forward reaction prediction with 1.9M reactions from USPTO patents (1976-2016). Task: Predict the product of the given reaction. (1) Given the reactants [Cl:1][C:2]1[CH:3]=[C:4]([C:9]2([C:22]([F:25])([F:24])[F:23])[O:13][N:12]=[C:11]([C:14]3[S:18][C:17]([CH2:19][OH:20])=[C:16]([CH3:21])[CH:15]=3)[CH2:10]2)[CH:5]=[C:6]([Cl:8])[CH:7]=1, predict the reaction product. The product is: [Cl:1][C:2]1[CH:3]=[C:4]([C:9]2([C:22]([F:23])([F:25])[F:24])[O:13][N:12]=[C:11]([C:14]3[S:18][C:17]([CH:19]=[O:20])=[C:16]([CH3:21])[CH:15]=3)[CH2:10]2)[CH:5]=[C:6]([Cl:8])[CH:7]=1. (2) The product is: [CH2:13]([C:17]1[N:18]=[C:19]([CH3:46])[N:20]([CH2:39][C:40]2[CH:45]=[CH:44][CH:43]=[CH:42][N:41]=2)[C:21](=[O:38])[C:22]=1[CH2:23][C:24]1[CH:25]=[CH:26][C:27]([C:30]2[CH:35]=[CH:34][CH:33]=[CH:32][C:31]=2[C:36]2[NH:3][C:4](=[O:7])[O:5][N:37]=2)=[CH:28][CH:29]=1)[CH2:14][CH2:15][CH3:16]. Given the reactants [Cl-].O[NH3+:3].[C:4](=[O:7])([O-])[OH:5].[Na+].CS(C)=O.[CH2:13]([C:17]1[N:18]=[C:19]([CH3:46])[N:20]([CH2:39][C:40]2[CH:45]=[CH:44][CH:43]=[CH:42][N:41]=2)[C:21](=[O:38])[C:22]=1[CH2:23][C:24]1[CH:29]=[CH:28][C:27]([C:30]2[C:31]([C:36]#[N:37])=[CH:32][CH:33]=[CH:34][CH:35]=2)=[CH:26][CH:25]=1)[CH2:14][CH2:15][CH3:16], predict the reaction product.